Dataset: Full USPTO retrosynthesis dataset with 1.9M reactions from patents (1976-2016). Task: Predict the reactants needed to synthesize the given product. (1) Given the product [CH:4]([C:5]1[CH:6]=[CH:7][C:8](/[CH:11]=[CH:12]/[C:13]([O:15][C:16]([CH3:19])([CH3:18])[CH3:17])=[O:14])=[N:9][CH:10]=1)=[O:3], predict the reactants needed to synthesize it. The reactants are: Cl.C[O:3][CH:4](OC)[C:5]1[CH:6]=[CH:7][C:8](/[CH:11]=[CH:12]/[C:13]([O:15][C:16]([CH3:19])([CH3:18])[CH3:17])=[O:14])=[N:9][CH:10]=1.C([O-])([O-])=O.[K+].[K+]. (2) Given the product [Cl:19][C:16]1[CH:17]=[CH:18][C:11]2[CH2:10][CH2:9][NH:8][CH2:14][CH2:13][C:12]=2[C:15]=1[CH2:20][S:21][C:22]1[CH:23]=[CH:24][C:25]([C:28]2[N:29]=[C:30]([NH:33][CH2:34][CH:35]3[CH2:37][CH2:36]3)[S:31][CH:32]=2)=[CH:26][CH:27]=1, predict the reactants needed to synthesize it. The reactants are: C(OC([N:8]1[CH2:14][CH2:13][C:12]2[C:15]([CH2:20][S:21][C:22]3[CH:27]=[CH:26][C:25]([C:28]4[N:29]=[C:30]([NH:33][CH2:34][CH:35]5[CH2:37][CH2:36]5)[S:31][CH:32]=4)=[CH:24][CH:23]=3)=[C:16]([Cl:19])[CH:17]=[CH:18][C:11]=2[CH2:10][CH2:9]1)=O)(C)(C)C.FC(F)(F)C(O)=O. (3) Given the product [CH2:1]([O:3][CH:4]([N:9]1[C:13]2[CH:14]=[CH:15][CH:16]=[CH:17][C:12]=2[N:11]([CH2:18][C:19]2[C:20]3[C:27]([CH3:28])=[CH:26][CH:25]=[CH:24][C:21]=3[S:22][CH:23]=2)[C:10]1=[O:29])[CH2:5][C:6]([NH:51][S:48]([C:42]1[CH:47]=[CH:46][CH:45]=[CH:44][CH:43]=1)(=[O:50])=[O:49])=[O:7])[CH3:2], predict the reactants needed to synthesize it. The reactants are: [CH2:1]([O:3][CH:4]([N:9]1[C:13]2[CH:14]=[CH:15][CH:16]=[CH:17][C:12]=2[N:11]([CH2:18][C:19]2[C:20]3[C:27]([CH3:28])=[CH:26][CH:25]=[CH:24][C:21]=3[S:22][CH:23]=2)[C:10]1=[O:29])[CH2:5][C:6](O)=[O:7])[CH3:2].C(N1C=CN=C1)(N1C=CN=C1)=O.[C:42]1([S:48]([NH2:51])(=[O:50])=[O:49])[CH:47]=[CH:46][CH:45]=[CH:44][CH:43]=1.N12CCCN=C1CCCCC2.Cl. (4) Given the product [CH3:1][O:2][C:3](=[O:26])[CH:4]([C:9]1[CH:10]=[C:11]([C:16]2[CH:17]=[CH:18][C:19]([C:22]([F:23])([F:25])[F:24])=[CH:20][CH:21]=2)[CH:12]=[C:13]([O:15][C:34]2[CH:33]=[CH:32][CH:31]=[C:30]([CH:27]([CH3:29])[CH3:28])[CH:35]=2)[CH:14]=1)[CH2:5][CH:6]([CH3:8])[CH3:7], predict the reactants needed to synthesize it. The reactants are: [CH3:1][O:2][C:3](=[O:26])[CH:4]([C:9]1[CH:10]=[C:11]([C:16]2[CH:21]=[CH:20][C:19]([C:22]([F:25])([F:24])[F:23])=[CH:18][CH:17]=2)[CH:12]=[C:13]([OH:15])[CH:14]=1)[CH2:5][CH:6]([CH3:8])[CH3:7].[CH:27]([C:30]1[CH:31]=[C:32](B(O)O)[CH:33]=[CH:34][CH:35]=1)([CH3:29])[CH3:28].C(N(CC)CC)C. (5) The reactants are: [CH3:1][O:2][C:3]1[CH:11]=[C:10]([C:12]([F:15])([F:14])[F:13])[CH:9]=[C:8]([S:16][CH3:17])[C:4]=1[C:5]([OH:7])=O.C(N(CC)C(C)C)(C)C.F[P-](F)(F)(F)(F)F.N1(OC(N(C)C)=[N+](C)C)C2N=CC=CC=2N=N1.[O:51]1[C:55]2([CH2:60][CH2:59][O:58][CH2:57][CH:56]2[NH2:61])[O:54][CH2:53][CH2:52]1. Given the product [CH3:1][O:2][C:3]1[CH:11]=[C:10]([C:12]([F:15])([F:14])[F:13])[CH:9]=[C:8]([S:16][CH3:17])[C:4]=1[C:5]([NH:61][CH:56]1[CH2:57][O:58][CH2:59][CH2:60][C:55]21[O:54][CH2:53][CH2:52][O:51]2)=[O:7], predict the reactants needed to synthesize it.